From a dataset of Forward reaction prediction with 1.9M reactions from USPTO patents (1976-2016). Predict the product of the given reaction. (1) Given the reactants C(O[C:4](=O)[CH:5]([CH3:9])[C:6]([CH3:8])=[O:7])C.[CH3:11][CH:12]([CH3:17])[C:13](=C)[CH:14]=O, predict the reaction product. The product is: [CH:12]([CH:13]1[CH2:4][CH:5]([CH3:9])[C:6](=[O:7])[CH:8]=[CH:14]1)([CH3:17])[CH3:11]. (2) Given the reactants [CH:1]([N:4]1[C:12]2[C:7](=[CH:8][CH:9]=[C:10]([NH:13][S:14]([CH3:17])(=[O:16])=[O:15])[CH:11]=2)[C:6](B2OC(C)(C)C(C)(C)O2)=[CH:5]1)([CH3:3])[CH3:2].Br[C:28]1[CH:35]=[CH:34][C:31]([C:32]#[N:33])=[CH:30][C:29]=1[CH3:36].C1(P(C2C=CC=CC=2)C2C=CC=CC=2C2C=CC=CC=2N(C)C)C=CC=CC=1.P([O-])([O-])([O-])=O.[K+].[K+].[K+], predict the reaction product. The product is: [C:32]([C:31]1[CH:34]=[CH:35][C:28]([C:6]2[C:7]3[C:12](=[CH:11][C:10]([NH:13][S:14]([CH3:17])(=[O:15])=[O:16])=[CH:9][CH:8]=3)[N:4]([CH:1]([CH3:2])[CH3:3])[CH:5]=2)=[C:29]([CH3:36])[CH:30]=1)#[N:33]. (3) Given the reactants [CH:1]([O:3][CH2:4][CH2:5][O:6][NH2:7])=[CH2:2].[CH:8]1([CH:11]=O)[CH2:10][CH2:9]1.C1(C)C=CC(S(O)(=O)=O)=CC=1.[NH+]1C=CC=CC=1.C([BH3-])#N.[Na+], predict the reaction product. The product is: [CH:8]1([CH2:11][NH:7][O:6][CH2:5][CH2:4][O:3][CH:1]=[CH2:2])[CH2:10][CH2:9]1. (4) Given the reactants Cl[C:2]1[N:3]=[C:4]([O:29][CH:30]2[CH2:35][CH2:34][O:33][CH2:32][CH2:31]2)[C:5]2[C:10]([C:11]3[CH:20]=[CH:19][C:14]([C:15]([NH:17][CH3:18])=[O:16])=[CH:13][CH:12]=3)=[CH:9][N:8]([CH2:21][O:22][CH2:23][CH2:24][Si:25]([CH3:28])([CH3:27])[CH3:26])[C:6]=2[N:7]=1.[CH3:36][N:37]1[C:41]([NH2:42])=[CH:40][CH:39]=[N:38]1.C(=O)([O-])[O-].[Cs+].[Cs+].CC1(C)C2C=CC=C(P(C3C=CC=CC=3)C3C=CC=CC=3)C=2OC2C1=CC=CC=2P(C1C=CC=CC=1)C1C=CC=CC=1, predict the reaction product. The product is: [CH3:18][NH:17][C:15](=[O:16])[C:14]1[CH:19]=[CH:20][C:11]([C:10]2[C:5]3[C:4]([O:29][CH:30]4[CH2:31][CH2:32][O:33][CH2:34][CH2:35]4)=[N:3][C:2]([NH:42][C:41]4[N:37]([CH3:36])[N:38]=[CH:39][CH:40]=4)=[N:7][C:6]=3[N:8]([CH2:21][O:22][CH2:23][CH2:24][Si:25]([CH3:28])([CH3:26])[CH3:27])[CH:9]=2)=[CH:12][CH:13]=1. (5) Given the reactants [C:1](Cl)(=[O:4])[CH:2]=[CH2:3].Cl.[NH2:7][C@H:8]([C:14]([NH2:16])=[O:15])[CH2:9][CH2:10][C:11](=[O:13])[NH2:12].C(=O)([O-])[O-].[K+].[K+].N[C@H](C(N)=O)CCC(=O)N, predict the reaction product. The product is: [C:1]([NH:16][C:14](=[O:15])[C@H:8]([CH2:9][CH2:10][C:11](=[O:13])[NH2:12])[NH2:7])(=[O:4])[CH:2]=[CH2:3]. (6) Given the reactants [O:1]1[CH2:3][C@@H:2]1[CH2:4][O:5][C:6]1[CH:7]=[CH:8][C:9]2[S:13][C:12]([CH3:14])=[N:11][C:10]=2[CH:15]=1.[N:16]1([C:22]([O:24][C:25]([CH3:28])([CH3:27])[CH3:26])=[O:23])[CH2:21][CH2:20][NH:19][CH2:18][CH2:17]1.[Yb], predict the reaction product. The product is: [OH:1][C@@H:2]([CH2:4][O:5][C:6]1[CH:7]=[CH:8][C:9]2[S:13][C:12]([CH3:14])=[N:11][C:10]=2[CH:15]=1)[CH2:3][N:19]1[CH2:18][CH2:17][N:16]([C:22]([O:24][C:25]([CH3:28])([CH3:27])[CH3:26])=[O:23])[CH2:21][CH2:20]1.